From a dataset of Full USPTO retrosynthesis dataset with 1.9M reactions from patents (1976-2016). Predict the reactants needed to synthesize the given product. (1) Given the product [C:39]([O:37][C:36]([CH:16]1[CH2:15][N:14]([S:11]([C:7]2[CH:6]=[C:5]3[C:10]([C:2]([Cl:1])=[CH:3][NH:4]3)=[CH:9][CH:8]=2)(=[O:12])=[O:13])[CH2:19][C:18](=[O:20])[N:17]1[CH2:21][CH:22]1[CH2:27][CH2:26][N:25]([C:28]2[CH:33]=[CH:32][C:31](=[O:34])[N:30]([CH3:35])[N:29]=2)[CH2:24][CH2:23]1)=[O:38])([CH3:42])([CH3:41])[CH3:40], predict the reactants needed to synthesize it. The reactants are: [Cl:1][C:2]1[C:10]2[C:5](=[CH:6][C:7]([S:11]([N:14]3[CH2:19][C:18](=[O:20])[N:17]([CH2:21][CH:22]4[CH2:27][CH2:26][N:25]([C:28]5[CH:33]=[CH:32][C:31](=[O:34])[N:30]([CH3:35])[N:29]=5)[CH2:24][CH2:23]4)[CH:16]([C:36]([OH:38])=[O:37])[CH2:15]3)(=[O:13])=[O:12])=[CH:8][CH:9]=2)[NH:4][CH:3]=1.[C:39](OC(O[C:39]([CH3:42])([CH3:41])[CH3:40])N(C)C)([CH3:42])([CH3:41])[CH3:40]. (2) Given the product [CH2:27]([NH:34][C:3](=[O:5])[CH2:2][Br:1])[C:28]1[CH:33]=[CH:32][CH:31]=[CH:30][CH:29]=1, predict the reactants needed to synthesize it. The reactants are: [Br:1][CH2:2][C:3]([OH:5])=O.C1C=CC2N(O)N=NC=2C=1.CCN=C=NCCCN(C)C.[CH2:27]([NH2:34])[C:28]1[CH:33]=[CH:32][CH:31]=[CH:30][CH:29]=1. (3) The reactants are: [Br:1][C:2]1[CH:3]=[CH:4][C:5](=[O:8])[NH:6][CH:7]=1.I[CH:10]1[CH2:13][O:12][CH2:11]1. Given the product [Br:1][C:2]1[CH:3]=[CH:4][C:5](=[O:8])[N:6]([CH:10]2[CH2:13][O:12][CH2:11]2)[CH:7]=1, predict the reactants needed to synthesize it. (4) Given the product [Cl:1][C:2]1[C:7]([NH:20][C:21]2[CH:22]=[C:23]([OH:27])[CH:24]=[CH:25][CH:26]=2)=[N:6][CH:5]=[C:4]([CH2:9][N:10]2[CH2:15][CH2:14][N:13]([S:16]([CH3:19])(=[O:18])=[O:17])[CH2:12][CH2:11]2)[CH:3]=1, predict the reactants needed to synthesize it. The reactants are: [Cl:1][C:2]1[CH:3]=[C:4]([CH2:9][N:10]2[CH2:15][CH2:14][N:13]([S:16]([CH3:19])(=[O:18])=[O:17])[CH2:12][CH2:11]2)[CH:5]=[N:6][C:7]=1Cl.[NH2:20][C:21]1[CH:22]=[C:23]([OH:27])[CH:24]=[CH:25][CH:26]=1. (5) Given the product [C:1]([O:5][C:6]([N:8]1[CH2:11][CH:10]([O:12][C:13]2[CH:18]=[CH:17][C:16]([N:19]3[CH:28]=[CH:27][C:26]4[CH:25]=[C:24]([C:33]5[CH:38]=[CH:37][C:36]([Cl:39])=[CH:35][CH:34]=5)[S:23][C:22]=4[C:20]3=[O:21])=[CH:15][C:14]=2[O:40][CH3:41])[CH2:9]1)=[O:7])([CH3:4])([CH3:3])[CH3:2], predict the reactants needed to synthesize it. The reactants are: [C:1]([O:5][C:6]([N:8]1[CH2:11][CH:10]([O:12][C:13]2[CH:18]=[CH:17][C:16]([NH:19][C:20]([C:22]3[S:23][C:24]([C:33]4[CH:38]=[CH:37][C:36]([Cl:39])=[CH:35][CH:34]=4)=[CH:25][C:26]=3[C:27]#[C:28][Si](C)(C)C)=[O:21])=[CH:15][C:14]=2[O:40][CH3:41])[CH2:9]1)=[O:7])([CH3:4])([CH3:3])[CH3:2].[F-].C([N+](CCCC)(CCCC)CCCC)CCC. (6) Given the product [CH3:33][O:34][C:35]1[C:40]([CH:41]=[CH2:2])=[CH:39][N:38]=[C:37]2[N:43]([CH2:46][O:47][CH2:48][CH2:49][Si:50]([CH3:53])([CH3:52])[CH3:51])[CH:44]=[CH:45][C:36]=12, predict the reactants needed to synthesize it. The reactants are: [I-].[CH3:2][P+](C1C=CC=CC=1)(C1C=CC=CC=1)C1C=CC=CC=1.[Li]CCCC.CCCCCC.[CH3:33][O:34][C:35]1[C:40]([CH:41]=O)=[CH:39][N:38]=[C:37]2[N:43]([CH2:46][O:47][CH2:48][CH2:49][Si:50]([CH3:53])([CH3:52])[CH3:51])[CH:44]=[CH:45][C:36]=12.